From a dataset of Forward reaction prediction with 1.9M reactions from USPTO patents (1976-2016). Predict the product of the given reaction. (1) The product is: [C:8]1([C:5]2[N:6]=[CH:7][C:2]([NH:22][CH2:20][CH3:21])=[N:3][C:4]=2[C:14]2[CH:19]=[CH:18][CH:17]=[CH:16][CH:15]=2)[CH:13]=[CH:12][CH:11]=[CH:10][CH:9]=1. Given the reactants Cl[C:2]1[CH:7]=[N:6][C:5]([C:8]2[CH:13]=[CH:12][CH:11]=[CH:10][CH:9]=2)=[C:4]([C:14]2[CH:19]=[CH:18][CH:17]=[CH:16][CH:15]=2)[N:3]=1.[CH2:20]([NH2:22])[CH3:21], predict the reaction product. (2) The product is: [CH3:25][O:24][C:13]1[CH:12]=[C:11]([N:6]2[CH:7]=[CH:8][C:9]3[O:10][C:2]([C:32]4[CH:33]=[CH:34][C:29]([C:28]([F:39])([F:38])[F:27])=[CH:30][CH:31]=4)=[CH:3][C:4]=3[C:5]2=[O:26])[CH:23]=[CH:22][C:14]=1[O:15][CH2:16][C:17]1([C:20]#[N:21])[CH2:19][CH2:18]1. Given the reactants Br[C:2]1[O:10][C:9]2[CH:8]=[CH:7][N:6]([C:11]3[CH:23]=[CH:22][C:14]([O:15][CH2:16][C:17]4([C:20]#[N:21])[CH2:19][CH2:18]4)=[C:13]([O:24][CH3:25])[CH:12]=3)[C:5](=[O:26])[C:4]=2[CH:3]=1.[F:27][C:28]([F:39])([F:38])[C:29]1[CH:34]=[CH:33][C:32](B(O)O)=[CH:31][CH:30]=1.C(=O)([O-])[O-].[K+].[K+].COCCOC, predict the reaction product.